Dataset: Peptide-MHC class I binding affinity with 185,985 pairs from IEDB/IMGT. Task: Regression. Given a peptide amino acid sequence and an MHC pseudo amino acid sequence, predict their binding affinity value. This is MHC class I binding data. (1) The peptide sequence is RDALGRTAL. The MHC is HLA-A01:01 with pseudo-sequence HLA-A01:01. The binding affinity (normalized) is 0.0847. (2) The peptide sequence is GEGPGINPI. The binding affinity (normalized) is 0.213. The MHC is HLA-B57:01 with pseudo-sequence HLA-B57:01. (3) The peptide sequence is ALAAAAAAK. The MHC is HLA-A02:01 with pseudo-sequence HLA-A02:01. The binding affinity (normalized) is 0.149. (4) The peptide sequence is TLMSIVSSL. The MHC is HLA-A32:01 with pseudo-sequence HLA-A32:01. The binding affinity (normalized) is 0.490. (5) The peptide sequence is LLRDKDGVY. The MHC is HLA-A31:01 with pseudo-sequence HLA-A31:01. The binding affinity (normalized) is 0.0847. (6) The peptide sequence is AINSEMFLL. The MHC is HLA-A33:01 with pseudo-sequence HLA-A33:01. The binding affinity (normalized) is 0.126. (7) The peptide sequence is RTLLSRVYQIL. The MHC is Mamu-B03 with pseudo-sequence Mamu-B03. The binding affinity (normalized) is 0.177. (8) The MHC is HLA-A02:01 with pseudo-sequence HLA-A02:01. The binding affinity (normalized) is 0.366. The peptide sequence is YVIPHVHAF. (9) The binding affinity (normalized) is 0.0847. The peptide sequence is MPFDPSELV. The MHC is HLA-A02:12 with pseudo-sequence HLA-A02:12. (10) The peptide sequence is EISTNIRQAGVQYSR. The MHC is HLA-A02:03 with pseudo-sequence HLA-A02:03. The binding affinity (normalized) is 0.0105.